From a dataset of Forward reaction prediction with 1.9M reactions from USPTO patents (1976-2016). Predict the product of the given reaction. (1) Given the reactants C(OC[N:10]1[C:14]([C:15]2[CH:20]=[CH:19][N:18]=[C:17]([C:21]#[N:22])[CH:16]=2)=[N:13][C:12]([C:23]2[CH:28]=[CH:27][C:26]([O:29][CH2:30][CH2:31][O:32][CH2:33][CH2:34][O:35][CH3:36])=[C:25]([C:37]#[N:38])[CH:24]=2)=[N:11]1)C1C=CC=CC=1.C1(C)C=CC=CC=1.O.C1(C)C=CC(S(O)(=O)=O)=CC=1, predict the reaction product. The product is: [C:21]([C:17]1[CH:16]=[C:15]([C:14]2[NH:10][N:11]=[C:12]([C:23]3[CH:28]=[CH:27][C:26]([O:29][CH2:30][CH2:31][O:32][CH2:33][CH2:34][O:35][CH3:36])=[C:25]([C:37]#[N:38])[CH:24]=3)[N:13]=2)[CH:20]=[CH:19][N:18]=1)#[N:22]. (2) Given the reactants [OH:1][CH2:2][C@@H:3]([NH:11][C:12](=[O:18])[O:13][C:14]([CH3:17])([CH3:16])[CH3:15])[CH2:4][C@H:5]1[CH2:10][CH2:9][CH2:8][O:7][CH2:6]1.C(N(CC)CC)C.[S:26](Cl)([CH3:29])(=[O:28])=[O:27], predict the reaction product. The product is: [CH3:29][S:26]([O:1][CH2:2][C@@H:3]([NH:11][C:12]([O:13][C:14]([CH3:15])([CH3:17])[CH3:16])=[O:18])[CH2:4][C@H:5]1[CH2:10][CH2:9][CH2:8][O:7][CH2:6]1)(=[O:28])=[O:27]. (3) Given the reactants [Cl:1][C:2]1[CH:7]=[C:6]([Cl:8])[CH:5]=[CH:4][C:3]=1[NH:9][C:10]1[N:15]=[C:14]([C:16]([F:19])([F:18])[F:17])[C:13]([C:20]([OH:22])=O)=[CH:12][N:11]=1.C(N1[CH2:30][CH2:29][O:28][CH2:27][CH2:26]1)C.[NH2:31][CH2:32][CH:33]1CCCCO1.O.ON1C2C=CC=CC=2N=N1.Cl.CN(C)CCCN=C=NCC, predict the reaction product. The product is: [O:28]1[CH2:27][CH2:26][CH:33]([CH2:32][NH:31][C:20]([C:13]2[C:14]([C:16]([F:17])([F:19])[F:18])=[N:15][C:10]([NH:9][C:3]3[CH:4]=[CH:5][C:6]([Cl:8])=[CH:7][C:2]=3[Cl:1])=[N:11][CH:12]=2)=[O:22])[CH2:30][CH2:29]1. (4) Given the reactants [OH-].[K+].[C:3]([O:7][C:8]([N:10]1[CH2:16][CH2:15][C:14]2[C:17]([S:22]C(=O)N(C)C)=[C:18]([Cl:21])[CH:19]=[CH:20][C:13]=2[CH2:12][CH2:11]1)=[O:9])([CH3:6])([CH3:5])[CH3:4].Cl[CH2:29][CH2:30][CH2:31][N:32]1[C:40]2[C:35](=[CH:36][CH:37]=[CH:38][CH:39]=2)[CH2:34][C:33]1=[O:41].ClCCl, predict the reaction product. The product is: [C:3]([O:7][C:8]([N:10]1[CH2:16][CH2:15][C:14]2[C:17]([S:22][CH2:29][CH2:30][CH2:31][N:32]3[C:40]4[C:35](=[CH:36][CH:37]=[CH:38][CH:39]=4)[CH2:34][C:33]3=[O:41])=[C:18]([Cl:21])[CH:19]=[CH:20][C:13]=2[CH2:12][CH2:11]1)=[O:9])([CH3:5])([CH3:6])[CH3:4].